From a dataset of Reaction yield outcomes from USPTO patents with 853,638 reactions. Predict the reaction yield, written as a fraction of the theoretical maximum amount of product (1.0 means a 100% yield; for example, 0.34 means a 34% yield). (1) The reactants are Cl.[Cl:2][C:3]1[CH:4]=[C:5]2[C:9](=[CH:10][CH:11]=1)[NH:8][C:7]([C:12]([NH:14][CH:15]1[CH2:24][C:23]3[C:18](=[CH:19][CH:20]=[CH:21][CH:22]=3)[N:17]([CH2:25][C@@H:26]3[CH2:30][O:29]C(C)(C)[O:27]3)[C:16]1=[O:33])=[O:13])=[CH:6]2.C([O-])(O)=O.[Na+]. No catalyst specified. The product is [Cl:2][C:3]1[CH:4]=[C:5]2[C:9](=[CH:10][CH:11]=1)[NH:8][C:7]([C:12]([NH:14][CH:15]1[CH2:24][C:23]3[C:18](=[CH:19][CH:20]=[CH:21][CH:22]=3)[N:17]([CH2:25][C@@H:26]([OH:27])[CH2:30][OH:29])[C:16]1=[O:33])=[O:13])=[CH:6]2. The yield is 0.990. (2) The reactants are [NH2:1][C:2]1[CH:3]=[N:4][C:5]2[C:10]([C:11]=1[NH:12][CH2:13][C:14]1([OH:18])[CH2:17][CH2:16][CH2:15]1)=[CH:9][CH:8]=[CH:7][CH:6]=2.C(N(CC)CC)C.C(Cl)(Cl)Cl.[CH2:30]([O:32][CH2:33][C:34](Cl)=O)[CH3:31]. The catalyst is ClCCl. The product is [CH2:30]([O:32][CH2:33][C:34]1[N:12]([CH2:13][C:14]2([OH:18])[CH2:17][CH2:16][CH2:15]2)[C:11]2[C:10]3[CH:9]=[CH:8][CH:7]=[CH:6][C:5]=3[N:4]=[CH:3][C:2]=2[N:1]=1)[CH3:31]. The yield is 0.630. (3) The reactants are [CH:1]([C:3]1[CH:8]=[CH:7][C:6]([C:9]#[C:10][C:11]2[CH:36]=[CH:35][C:14]([C:15]([N:17]([CH3:34])[C@:18]([CH3:33])([C:23]([NH:25][O:26][CH:27]3[CH2:32][CH2:31][CH2:30][CH2:29][O:28]3)=[O:24])[C:19]([NH:21][CH3:22])=[O:20])=[O:16])=[CH:13][CH:12]=2)=[CH:5][CH:4]=1)=O.[CH:37]1([NH2:40])[CH2:39][CH2:38]1. No catalyst specified. The product is [CH:37]1([NH:40][CH2:1][C:3]2[CH:4]=[CH:5][C:6]([C:9]#[C:10][C:11]3[CH:12]=[CH:13][C:14]([C:15]([N:17]([CH3:34])[C@:18]([CH3:33])([C:23]([NH:25][O:26][CH:27]4[CH2:32][CH2:31][CH2:30][CH2:29][O:28]4)=[O:24])[C:19]([NH:21][CH3:22])=[O:20])=[O:16])=[CH:35][CH:36]=3)=[CH:7][CH:8]=2)[CH2:39][CH2:38]1. The yield is 0.620. (4) The reactants are NC1C=CC(OC2N=CN=C(N)C=2)=C(F)C=1.FC1C=CC(CC(N=C=O)=O)=CC=1.COC1C=CC(C[NH:37][C:38]2[N:43]=[CH:42][N:41]=[C:40]([O:44][C:45]3[CH:50]=[CH:49][C:48]([NH:51][C:52]([NH:54][C:55](=[O:64])[CH2:56][C:57]4[CH:62]=[CH:61][C:60]([F:63])=[CH:59][CH:58]=4)=[O:53])=[CH:47][C:46]=3[F:65])[CH:39]=2)=CC=1. The catalyst is C1COCC1. The product is [NH2:37][C:38]1[N:43]=[CH:42][N:41]=[C:40]([O:44][C:45]2[CH:50]=[CH:49][C:48]([NH:51][C:52]([NH:54][C:55](=[O:64])[CH2:56][C:57]3[CH:62]=[CH:61][C:60]([F:63])=[CH:59][CH:58]=3)=[O:53])=[CH:47][C:46]=2[F:65])[CH:39]=1. The yield is 0.600. (5) The product is [N:1]1[CH:6]=[CH:5][CH:4]=[CH:3][C:2]=1[C:7]1[N:11]=[C:10]([C:12]2[CH:17]=[C:16]([O:18][CH2:28][CH2:21][OH:24])[CH:15]=[C:14]([C:19]#[N:20])[CH:13]=2)[O:9][N:8]=1. The reactants are [N:1]1[CH:6]=[CH:5][CH:4]=[CH:3][C:2]=1[C:7]1[N:11]=[C:10]([C:12]2[CH:17]=[C:16]([OH:18])[CH:15]=[C:14]([C:19]#[N:20])[CH:13]=2)[O:9][N:8]=1.[C:21](=[O:24])([O-])[O-].[K+].[K+].Br[CH2:28]C. The yield is 0.390. The catalyst is CN(C)C=O.ClCCl.